From a dataset of Experimentally validated miRNA-target interactions with 360,000+ pairs, plus equal number of negative samples. Binary Classification. Given a miRNA mature sequence and a target amino acid sequence, predict their likelihood of interaction. (1) The miRNA is hsa-miR-3190-5p with sequence UCUGGCCAGCUACGUCCCCA. The protein sequence of the target gene is MNNSLDYLAYPVIVSNHRQSTTFRKKLDFGHYVSHKNRIQIAKPTVDTKPPVAHTNHILKLSKLQGEQKKINKIEYENKQLCQKIANAHRGPAKVDCWNEYFSKSLNRETRNRELVRITMENQGILKRLVDRKPHYDRRASEIDWQNSRRYIRNTTRYLLSQNE. Result: 1 (interaction). (2) The miRNA is hsa-miR-6817-5p with sequence UCUGCCAUAGGAAGCUUGGAGUGG. The protein sequence of the target gene is MSPPLLKLGAVLSTMAMISNWMSQTLPSLVGLNTTRLSTPDTLTQISPKEGWQVYSSAQDPDGRCICTVVAPEQNLCSRDAKSRQLRQLLEKVQNMSQSIEVLNLRTQRDFQYVLKMETQMKGLKAKFRQIEDDRKTLMTKHFQELKEKMDELLPLIPVLEQYKTDAKLITQFKEEIRNLSAVLTGIQEEIGAYDYEELHQRVLSLETRLRDCMKKLTCGKLMKITGPVTVKTSGTRFGAWMTDPLASEKNNRVWYMDSYTNNKIVREYKSIADFVSGAESRTYNLPFKWAGTNHVVYNG.... Result: 0 (no interaction). (3) The miRNA is hsa-miR-6514-5p with sequence UAUGGAGUGGACUUUCAGCUGGC. The protein sequence of the target gene is MDQRKNDSIVPSITQLEDFLTEHNSNVVWLLVATILSCGWIIYLTYYNSRNVGLILTLVLNRLYKHGYIHIGSFSFSVLSGKVMVREIYYITEDMSIRIQDGFIIFRWWKMYNPKQKQHDPKAETRLYITVNDFEFHVYNRSDLYGRLQELFGLEPTIIPPKKDDDKTRENGRTRTQSKIERVKVKTESQDPTSSWRSLIPVIKVNVSTGRLAFGNHYQPQTLCINFDDAFLTYTTKPPSSHLDQFMHIVKGKLENVRVMLVPSPRYVGLQNDEPPRLMGEGFVVLQSNDVDLYYYMDEP.... Result: 0 (no interaction). (4) The miRNA is hsa-miR-648 with sequence AAGUGUGCAGGGCACUGGU. Result: 1 (interaction). The protein sequence of the target gene is MFYAHFVLSKRGPLAKIWLAAHWDKKLTKAHVFECNLESSVESIISPKVKMALRTSGHLLLGVVRIYHRKAKYLLADCNEAFIKIKMAFRPGVVDLPEENREAAYNAITLPEEFHDFDQPLPDLDDIDVAQQFSLNQSRVEEITMREEVGNISILQENDFGDFGMDDREIMREGSAFEDDDMLVSTTTSNLLLESEQSTSNLNEKINHLEYEDQYKDDNFGEGNDGGILDDKLISNNDGGIFDDPPALSEAGVMLPEQPAHDDMDEDDNVSMGGPDSPDSVDPVEPMPTMTDQTTLVPNE.... (5) Result: 1 (interaction). The miRNA is hsa-miR-1269a with sequence CUGGACUGAGCCGUGCUACUGG. The protein sequence of the target gene is MEWRNHSGRVSEFVLLGFPAPAPLQVLLFALLLLAYVLVLTENTLIIMAIRNHSTLHKPMYFFLANMSFLEIWYVTVTIPKMLAGFVGSKQDHGQLISFEGCMTQLYFFLGLGCTECVLLAVMAYDRYMAICYPLHYPVIVSGRLCVQMAAGSWAGGFGISMVKVFLISGLSYCGPNIINHFFCDVSPLLNLSCTDMSTAELTDFILAIFILLGPLSVTGASYVAITGAVMHIPSAAGRYKAFSTCASHLTVVIIFYAASIFIYARPKALSAFDTNKLVSVLYAVIVPLLNPIIYCLRNQ.... (6) The miRNA is mmu-miR-297a-3p with sequence UAUACAUACACACAUACCCAUA. The protein sequence of the target gene is MAPSLWKGLVGVGLFALAHAAFSAAQHRSYMRLTEKEDESLPIDIVLQTLLAFAVTCYGIVHIAGEFKDMDATSELKNKTFDTLRNHPSFYVFNHRGRVLFRPSDATNSSNLDALSSNTSLKLRKFDSLRR. Result: 0 (no interaction). (7) The miRNA is hsa-miR-183-3p with sequence GUGAAUUACCGAAGGGCCAUAA. The protein sequence of the target gene is MGLLTFRDVAIEFSLEEWQCLDTAQRNLYKNVILENYRNLVFLGIAVSKQDLITCLEQEKEPLTVKRHEMVNEPPVMCSHFAQEFWPEQNIKDSFEKVTLRRYEKCGNDNFQLKGCKSVDECKLHKGGYNGLNQCLPTMQSKMFQCDKYVKVFNKFSHSDRHKIKHMENKPFKCKECGRSFCMLSHLTRHERNYTKVNFCKCEECEKAVNQSSKLTKHKRIYTCEKLYKCQECDRTFNQFSNLTEYKKDYAREKPYKCEECGKAFNQSSHLTTHKIIHTGEKPYKCEECGKAFNQFSNLT.... Result: 1 (interaction).